From a dataset of Forward reaction prediction with 1.9M reactions from USPTO patents (1976-2016). Predict the product of the given reaction. (1) Given the reactants [CH2:1]([N:8]1[CH2:13][CH2:12][CH:11]([N:14]2[C:18]3[N:19]=[C:20](Cl)[N:21]=[C:22]([N:23]4[CH2:28][CH2:27][O:26][CH2:25][CH2:24]4)[C:17]=3[N:16]=[N:15]2)[CH2:10][CH2:9]1)[C:2]1[CH:7]=[CH:6][CH:5]=[CH:4][CH:3]=1.CC1(C)C(C)(C)OB([C:38]2[CH:43]=[CH:42][C:41]([NH2:44])=[CH:40][CH:39]=2)O1, predict the reaction product. The product is: [CH2:1]([N:8]1[CH2:13][CH2:12][CH:11]([N:14]2[C:18]3[N:19]=[C:20]([C:38]4[CH:43]=[CH:42][C:41]([NH2:44])=[CH:40][CH:39]=4)[N:21]=[C:22]([N:23]4[CH2:28][CH2:27][O:26][CH2:25][CH2:24]4)[C:17]=3[N:16]=[N:15]2)[CH2:10][CH2:9]1)[C:2]1[CH:7]=[CH:6][CH:5]=[CH:4][CH:3]=1. (2) The product is: [F:1][C:2]([F:13])([F:12])[CH2:3][CH2:4][S:5]([CH2:8][CH2:9][CH2:10][NH:14][CH2:15][CH2:16][OH:17])(=[O:7])=[O:6]. Given the reactants [F:1][C:2]([F:13])([F:12])[CH2:3][CH2:4][S:5]([CH2:8][CH2:9][CH2:10]Cl)(=[O:7])=[O:6].[NH2:14][CH2:15][CH2:16][OH:17], predict the reaction product. (3) Given the reactants Cl[C:2]1[C:7]2[N:8]=[C:9]([S:12][CH3:13])[N:10]=[CH:11][C:6]=2[CH:5]=[C:4]([CH3:14])[N:3]=1.[CH3:15][O:16][C:17]([CH3:21])([CH3:20])[CH2:18][NH2:19].C(N(CC)CC)C, predict the reaction product. The product is: [CH3:15][O:16][C:17]([CH3:21])([CH3:20])[CH2:18][NH:19][C:2]1[C:7]2[N:8]=[C:9]([S:12][CH3:13])[N:10]=[CH:11][C:6]=2[CH:5]=[C:4]([CH3:14])[N:3]=1. (4) Given the reactants [Cl:1][C:2]1[CH:7]=[CH:6][C:5]([N:8]2[C:12]([CH3:13])=[N:11][N:10]=[C:9]2[CH:14]=[O:15])=[C:4]([C:16](=[O:27])[C:17]2[CH:22]=[CH:21][CH:20]=[C:19]([O:23][CH3:24])[C:18]=2[O:25][CH3:26])[CH:3]=1.[O:28]1[CH2:32][CH2:31][O:30][CH:29]1[CH2:33][Mg]Br.O.C(OCC)(=O)C, predict the reaction product. The product is: [Cl:1][C:2]1[CH:7]=[CH:6][C:5]([N:8]2[C:12]([CH3:13])=[N:11][N:10]=[C:9]2[CH:14]([OH:15])[CH2:33][CH:29]2[O:30][CH2:31][CH2:32][O:28]2)=[C:4]([C:16]([C:17]2[CH:22]=[CH:21][CH:20]=[C:19]([O:23][CH3:24])[C:18]=2[O:25][CH3:26])=[O:27])[CH:3]=1. (5) Given the reactants [Br:1][C:2]1[C:10]([I:11])=[CH:9][C:5]([C:6]([OH:8])=[O:7])=[CH:4][C:3]=1O.[C:13]([O-])([O-])=O.[K+].[K+].IC.O.CN([CH:25]=[O:26])C, predict the reaction product. The product is: [Br:1][C:2]1[C:3]([O:26][CH3:25])=[CH:4][C:5]([C:6]([O:8][CH3:13])=[O:7])=[CH:9][C:10]=1[I:11]. (6) Given the reactants [CH3:1][CH:2]1[CH2:7][NH:6][CH2:5][CH:4]([CH3:8])[NH:3]1.F[C:10]1[CH:20]=[CH:19][C:13]([C:14]([O:16][CH2:17][CH3:18])=[O:15])=[CH:12][CH:11]=1, predict the reaction product. The product is: [CH3:8][CH:4]1[NH:3][CH:2]([CH3:1])[CH2:7][N:6]([C:10]2[CH:20]=[CH:19][C:13]([C:14]([O:16][CH2:17][CH3:18])=[O:15])=[CH:12][CH:11]=2)[CH2:5]1.